Dataset: Full USPTO retrosynthesis dataset with 1.9M reactions from patents (1976-2016). Task: Predict the reactants needed to synthesize the given product. (1) Given the product [F:30][C:29]1[C:24]([O:21][C:10]2[CH:9]=[C:8]([C:6](=[O:7])[NH:5][C:1]([CH3:4])([CH3:2])[CH3:3])[CH:13]=[C:12]([C:14](=[O:20])[NH:15][C:16]([CH3:19])([CH3:18])[CH3:17])[CH:11]=2)=[C:25]([N+:32]([O-:34])=[O:33])[CH:26]=[CH:27][C:28]=1[F:31], predict the reactants needed to synthesize it. The reactants are: [C:1]([NH:5][C:6]([C:8]1[CH:9]=[C:10]([O-:21])[CH:11]=[C:12]([C:14](=[O:20])[NH:15][C:16]([CH3:19])([CH3:18])[CH3:17])[CH:13]=1)=[O:7])([CH3:4])([CH3:3])[CH3:2].[Na+].F[C:24]1[C:29]([F:30])=[C:28]([F:31])[CH:27]=[CH:26][C:25]=1[N+:32]([O-:34])=[O:33]. (2) Given the product [CH:23]([O-:24])=[O:22].[CH3:13][O:12][C:9]1[CH:10]=[CH:11][C:6]([CH2:5][O:4][CH2:3][CH2:2][N+:14]23[CH2:21][CH2:20][CH:17]([CH2:18][CH2:19]2)[C@@H:16]([O:22][C:23]([C:25]2([C:32]4[CH:33]=[CH:34][CH:35]=[CH:36][CH:37]=4)[CH2:31][CH2:30][CH2:29][CH2:28][CH2:27][CH2:26]2)=[O:24])[CH2:15]3)=[CH:7][CH:8]=1, predict the reactants needed to synthesize it. The reactants are: Br[CH2:2][CH2:3][O:4][CH2:5][C:6]1[CH:11]=[CH:10][C:9]([O:12][CH3:13])=[CH:8][CH:7]=1.[N:14]12[CH2:21][CH2:20][CH:17]([CH2:18][CH2:19]1)[C@@H:16]([O:22][C:23]([C:25]1([C:32]3[CH:37]=[CH:36][CH:35]=[CH:34][CH:33]=3)[CH2:31][CH2:30][CH2:29][CH2:28][CH2:27][CH2:26]1)=[O:24])[CH2:15]2. (3) Given the product [NH2:39][C@H:40]1[CH2:45][CH2:44][CH2:43][N:42]([CH2:31][C:3]2[C:2]([Br:1])=[C:11]3[C:6]([C:7](=[O:26])[N:8]([CH2:13][C:14]4[CH:19]=[C:18]([Cl:20])[CH:17]=[CH:16][C:15]=4[S:21]([CH2:24][CH3:25])(=[O:22])=[O:23])[C:9](=[O:12])[NH:10]3)=[CH:5][C:4]=2[C:27]([F:29])([F:30])[F:28])[CH2:41]1, predict the reactants needed to synthesize it. The reactants are: [Br:1][C:2]1[C:3]([CH:31]=O)=[C:4]([C:27]([F:30])([F:29])[F:28])[CH:5]=[C:6]2[C:11]=1[NH:10][C:9](=[O:12])[N:8]([CH2:13][C:14]1[CH:19]=[C:18]([Cl:20])[CH:17]=[CH:16][C:15]=1[S:21]([CH2:24][CH3:25])(=[O:23])=[O:22])[C:7]2=[O:26].C(OC(=O)[NH:39][C@H:40]1[CH2:45][CH2:44][CH2:43][NH:42][CH2:41]1)(C)(C)C.